Dataset: Forward reaction prediction with 1.9M reactions from USPTO patents (1976-2016). Task: Predict the product of the given reaction. (1) Given the reactants C[O:2][C:3](=[O:35])[C:4]1[CH:9]=[CH:8][C:7]([N:10]([CH2:22][C:23]2[CH:28]=[CH:27][C:26]([CH:29]3[CH2:34][CH2:33][CH2:32][CH2:31][CH2:30]3)=[CH:25][CH:24]=2)[C:11]([NH:13][C:14]2[CH:19]=[C:18]([Cl:20])[CH:17]=[C:16]([Cl:21])[CH:15]=2)=[O:12])=[CH:6][CH:5]=1.[OH-].[Na+].Cl, predict the reaction product. The product is: [CH:29]1([C:26]2[CH:27]=[CH:28][C:23]([CH2:22][N:10]([C:7]3[CH:6]=[CH:5][C:4]([C:3]([OH:35])=[O:2])=[CH:9][CH:8]=3)[C:11]([NH:13][C:14]3[CH:19]=[C:18]([Cl:20])[CH:17]=[C:16]([Cl:21])[CH:15]=3)=[O:12])=[CH:24][CH:25]=2)[CH2:34][CH2:33][CH2:32][CH2:31][CH2:30]1. (2) Given the reactants [Cl:1][C:2]1[C:3]([F:22])=[C:4]([NH:8][C:9]2[C:18]3[C:13](=[CH:14][C:15]([OH:21])=[C:16]([O:19][CH3:20])[CH:17]=3)[N:12]=[CH:11][N:10]=2)[CH:5]=[CH:6][CH:7]=1.[F-].[Cs+].CS(O[CH:30]1[CH2:35][CH2:34][N:33]([C:36]([O:38][C:39]([CH3:42])([CH3:41])[CH3:40])=[O:37])[CH2:32][CH2:31]1)(=O)=O, predict the reaction product. The product is: [Cl:1][C:2]1[C:3]([F:22])=[C:4]([NH:8][C:9]2[C:18]3[C:13](=[CH:14][C:15]([O:21][CH:30]4[CH2:35][CH2:34][N:33]([C:36]([O:38][C:39]([CH3:42])([CH3:41])[CH3:40])=[O:37])[CH2:32][CH2:31]4)=[C:16]([O:19][CH3:20])[CH:17]=3)[N:12]=[CH:11][N:10]=2)[CH:5]=[CH:6][CH:7]=1. (3) The product is: [O:1]([CH2:8][C:9]([NH:11][C:12]1[N:20]=[C:19]2[C:15]([N:16]=[CH:17][N:18]2[C@H:21]2[C@H:26]3[C@H:27]([OH:28])[C@:23]([CH2:29][O:30][C:42]([C:59]4[CH:64]=[CH:63][CH:62]=[CH:61][CH:60]=4)([C:51]4[CH:58]=[CH:57][C:54]([O:55][CH3:56])=[CH:53][CH:52]=4)[C:43]4[CH:44]=[CH:45][C:46]([O:47][CH3:48])=[CH:49][CH:50]=4)([CH2:24][O:25]3)[O:22]2)=[C:14]([NH:31][C:32](=[O:41])[CH2:33][O:34][C:35]2[CH:40]=[CH:39][CH:38]=[CH:37][CH:36]=2)[N:13]=1)=[O:10])[C:2]1[CH:7]=[CH:6][CH:5]=[CH:4][CH:3]=1. Given the reactants [O:1]([CH2:8][C:9]([NH:11][C:12]1[N:20]=[C:19]2[C:15]([N:16]=[CH:17][N:18]2[C@H:21]2[C@H:26]3[C@H:27]([OH:28])[C@:23]([CH2:29][OH:30])([CH2:24][O:25]3)[O:22]2)=[C:14]([NH:31][C:32](=[O:41])[CH2:33][O:34][C:35]2[CH:40]=[CH:39][CH:38]=[CH:37][CH:36]=2)[N:13]=1)=[O:10])[C:2]1[CH:7]=[CH:6][CH:5]=[CH:4][CH:3]=1.[C:42](Cl)([C:59]1[CH:64]=[CH:63][CH:62]=[CH:61][CH:60]=1)([C:51]1[CH:58]=[CH:57][C:54]([O:55][CH3:56])=[CH:53][CH:52]=1)[C:43]1[CH:50]=[CH:49][C:46]([O:47][CH3:48])=[CH:45][CH:44]=1, predict the reaction product. (4) Given the reactants [C:1]1([CH2:7][C:8]([NH:10][C:11]([NH:13][C:14]2[CH:19]=[CH:18][C:17]([O:20][C:21]3[N:26]=[CH:25][N:24]=[C:23]4[N:27](C5CCCCO5)[N:28]=[CH:29][C:22]=34)=[CH:16][CH:15]=2)=[S:12])=[O:9])[CH:6]=[CH:5][CH:4]=[CH:3][CH:2]=1.Cl.O1CCOCC1, predict the reaction product. The product is: [C:1]1([CH2:7][C:8]([NH:10][C:11]([NH:13][C:14]2[CH:15]=[CH:16][C:17]([O:20][C:21]3[N:26]=[CH:25][N:24]=[C:23]4[NH:27][N:28]=[CH:29][C:22]=34)=[CH:18][CH:19]=2)=[S:12])=[O:9])[CH:6]=[CH:5][CH:4]=[CH:3][CH:2]=1. (5) Given the reactants C1(O[C:8](=[O:40])[NH:9][C:10]2[CH:15]=[C:14]([O:16][C:17]3[CH:22]=[CH:21][C:20]([NH:23][C:24]([C:26]4[C:27](=[O:39])[N:28]([C:33]5[CH:38]=[CH:37][CH:36]=[CH:35][CH:34]=5)[N:29]([CH3:32])[C:30]=4[CH3:31])=[O:25])=[CH:19][CH:18]=3)[CH:13]=[CH:12][N:11]=2)C=CC=CC=1.[CH3:41][NH2:42], predict the reaction product. The product is: [CH3:32][N:29]1[C:30]([CH3:31])=[C:26]([C:24]([NH:23][C:20]2[CH:19]=[CH:18][C:17]([O:16][C:14]3[CH:13]=[CH:12][N:11]=[C:10]([NH:9][C:8]([NH:42][CH3:41])=[O:40])[CH:15]=3)=[CH:22][CH:21]=2)=[O:25])[C:27](=[O:39])[N:28]1[C:33]1[CH:38]=[CH:37][CH:36]=[CH:35][CH:34]=1. (6) Given the reactants [C:1]1(=[O:7])O[C:4](=[O:5])[CH2:3][CH2:2]1.[NH2:8][CH2:9][CH2:10][C:11]1[C:19]2[C:14](=[CH:15][CH:16]=[CH:17][CH:18]=2)[NH:13][CH:12]=1.C([O-])(=O)C.[K+], predict the reaction product. The product is: [NH:13]1[C:14]2[C:19](=[CH:18][CH:17]=[CH:16][CH:15]=2)[C:11]([CH2:10][CH2:9][N:8]2[C:4](=[O:5])[CH2:3][CH2:2][C:1]2=[O:7])=[CH:12]1. (7) Given the reactants [O:1]=[C:2]1[N:8]2[CH2:9][C@H:4]([C:5]3[CH:16]=[N:15][NH:14][C:6]=3[C@H:7]2[C:10]([O:12][CH3:13])=[O:11])[N:3]1[O:17][CH2:18][C:19]1[CH:24]=[CH:23][CH:22]=[CH:21][CH:20]=1.O=C(Cl)[O:27][C:28](Cl)(Cl)Cl.[NH3:33], predict the reaction product. The product is: [NH2:33][C:28]([N:15]1[CH:16]=[C:5]2[C:6]([C@@H:7]([C:10]([O:12][CH3:13])=[O:11])[N:8]3[CH2:9][C@H:4]2[N:3]([O:17][CH2:18][C:19]2[CH:24]=[CH:23][CH:22]=[CH:21][CH:20]=2)[C:2]3=[O:1])=[N:14]1)=[O:27]. (8) Given the reactants [C:1]1(=[O:8])[O:7][C:5](=[O:6])[CH2:4][O:3][CH2:2]1.[NH2:9][C@H:10]([C:18]([NH:20][C@H:21]([C:31]([NH:33][C@H:34]([C:42]([NH:44][C@H:45]([C:58]([NH:60][C@H:61]([C:69]([NH:71][C@H:72]([C:82]([NH:84][C@H:85]([C:93]([NH:95][C@H:96]([C:109]([O:111][CH2:112][CH3:113])=[O:110])[CH2:97][CH2:98][CH2:99][CH2:100][NH:101][C:102]([O:104][C:105]([CH3:108])([CH3:107])[CH3:106])=[O:103])=[O:94])[CH2:86][C:87]1[CH:92]=[CH:91][CH:90]=[CH:89][CH:88]=1)=[O:83])[CH2:73][CH2:74][C:75](=[O:81])[O:76][C:77]([CH3:80])([CH3:79])[CH3:78])=[O:70])[CH2:62][C:63]1[CH:68]=[CH:67][CH:66]=[CH:65][CH:64]=1)=[O:59])[CH2:46][CH2:47][CH2:48][CH2:49][NH:50][C:51]([O:53][C:54]([CH3:57])([CH3:56])[CH3:55])=[O:52])=[O:43])[CH2:35][C:36]1[CH:41]=[CH:40][CH:39]=[CH:38][CH:37]=1)=[O:32])[CH2:22][CH2:23][C:24](=[O:30])[O:25][C:26]([CH3:29])([CH3:28])[CH3:27])=[O:19])[CH2:11][C:12]1[CH:17]=[CH:16][CH:15]=[CH:14][CH:13]=1, predict the reaction product. The product is: [C:5]([CH2:4][O:3][CH2:2][C:1]([NH:9][C@H:10]([C:18]([NH:20][C@H:21]([C:31]([NH:33][C@H:34]([C:42]([NH:44][C@H:45]([C:58]([NH:60][C@H:61]([C:69]([NH:71][C@H:72]([C:82]([NH:84][C@H:85]([C:93]([NH:95][C@H:96]([C:109]([O:111][CH2:112][CH3:113])=[O:110])[CH2:97][CH2:98][CH2:99][CH2:100][NH:101][C:102]([O:104][C:105]([CH3:108])([CH3:107])[CH3:106])=[O:103])=[O:94])[CH2:86][C:87]1[CH:92]=[CH:91][CH:90]=[CH:89][CH:88]=1)=[O:83])[CH2:73][CH2:74][C:75](=[O:81])[O:76][C:77]([CH3:80])([CH3:79])[CH3:78])=[O:70])[CH2:62][C:63]1[CH:64]=[CH:65][CH:66]=[CH:67][CH:68]=1)=[O:59])[CH2:46][CH2:47][CH2:48][CH2:49][NH:50][C:51]([O:53][C:54]([CH3:57])([CH3:56])[CH3:55])=[O:52])=[O:43])[CH2:35][C:36]1[CH:37]=[CH:38][CH:39]=[CH:40][CH:41]=1)=[O:32])[CH2:22][CH2:23][C:24](=[O:30])[O:25][C:26]([CH3:29])([CH3:28])[CH3:27])=[O:19])[CH2:11][C:12]1[CH:13]=[CH:14][CH:15]=[CH:16][CH:17]=1)=[O:8])([OH:7])=[O:6].